Dataset: Reaction yield outcomes from USPTO patents with 853,638 reactions. Task: Predict the reaction yield, written as a fraction of the theoretical maximum amount of product (1.0 means a 100% yield; for example, 0.34 means a 34% yield). (1) The catalyst is C1COCC1. The product is [S:1]([N:11]1[C:15]2[N:16]=[CH:17][C:18]3[N:19]([CH:20]=[N:21][C:22]=3[C:23]3[CH:28]=[CH:27][C:26]([O:29][CH:68]4[CH2:64][CH2:65][N:66]([C:69]([O:71][C:72]([CH3:75])([CH3:74])[CH3:73])=[O:70])[CH2:67]4)=[CH:25][CH:24]=3)[C:14]=2[CH:13]=[CH:12]1)([C:4]1[CH:5]=[CH:6][C:7]([CH3:8])=[CH:9][CH:10]=1)(=[O:2])=[O:3]. The reactants are [S:1]([N:11]1[C:15]2[N:16]=[CH:17][C:18]3[N:19]([CH:20]=[N:21][C:22]=3[C:23]3[CH:28]=[CH:27][C:26]([OH:29])=[CH:25][CH:24]=3)[C:14]=2[CH:13]=[CH:12]1)([C:4]1[CH:10]=[CH:9][C:7]([CH3:8])=[CH:6][CH:5]=1)(=[O:3])=[O:2].C1C=CC(P(C2C=CC=CC=2)C2C=CC=CC=2)=CC=1.CC(OC(/N=N/C(OC(C)C)=O)=O)C.O[CH:64]1[CH2:68][CH2:67][N:66]([C:69]([O:71][C:72]([CH3:75])([CH3:74])[CH3:73])=[O:70])[CH2:65]1. The yield is 1.00. (2) The reactants are I[C:2]1[CH:3]=[N:4][N:5]([CH3:16])[C:6]=1[C:7]1[CH:8]=[C:9]([C:12]([O:14][CH3:15])=[O:13])[S:10][CH:11]=1.[F-].[K+].C([Si](CC)(CC)[C:22]([F:25])([F:24])[F:23])C. The catalyst is CN(C=O)C.CN(P(N(C)C)(N(C)C)=O)C.[Cu]I. The product is [CH3:16][N:5]1[C:6]([C:7]2[CH:8]=[C:9]([C:12]([O:14][CH3:15])=[O:13])[S:10][CH:11]=2)=[C:2]([C:22]([F:25])([F:24])[F:23])[CH:3]=[N:4]1. The yield is 0.740.